The task is: Regression. Given a peptide amino acid sequence and an MHC pseudo amino acid sequence, predict their binding affinity value. This is MHC class II binding data.. This data is from Peptide-MHC class II binding affinity with 134,281 pairs from IEDB. The peptide sequence is PKLDELGNIVDKYNK. The MHC is DRB1_0101 with pseudo-sequence DRB1_0101. The binding affinity (normalized) is 0.425.